From a dataset of Catalyst prediction with 721,799 reactions and 888 catalyst types from USPTO. Predict which catalyst facilitates the given reaction. (1) Reactant: C1(C[N:8]2[CH2:13][CH2:12][CH:11]([N:14]3[C:23](=[O:24])[C:22]4[C:17](=[CH:18][CH:19]=[CH:20][CH:21]=4)[NH:16][C:15]3=[O:25])[CH2:10][CH2:9]2)C=CC=CC=1. Product: [NH:8]1[CH2:9][CH2:10][CH:11]([N:14]2[C:23](=[O:24])[C:22]3[C:17](=[CH:18][CH:19]=[CH:20][CH:21]=3)[NH:16][C:15]2=[O:25])[CH2:12][CH2:13]1. The catalyst class is: 45. (2) Reactant: [Cl:1][C:2]1[C:3]([CH:8]([C:13]2[CH:22]=[C:21]3[C:16]([CH:17]=[CH:18][C:19]([C:23]4[CH:28]=[CH:27][CH:26]=[CH:25][CH:24]=4)=[N:20]3)=[CH:15][CH:14]=2)[NH:9][C:10](=O)[CH3:11])=[N:4][CH:5]=[CH:6][N:7]=1. Product: [Cl:1][C:2]1[C:3]2[N:4]([C:10]([CH3:11])=[N:9][C:8]=2[C:13]2[CH:22]=[C:21]3[C:16]([CH:17]=[CH:18][C:19]([C:23]4[CH:28]=[CH:27][CH:26]=[CH:25][CH:24]=4)=[N:20]3)=[CH:15][CH:14]=2)[CH:5]=[CH:6][N:7]=1. The catalyst class is: 265. (3) Reactant: [CH3:1][O:2][C:3]([CH:5]1[CH:10]([NH2:11])[CH:9]2[CH2:12][CH2:13][CH:6]1[CH2:7][CH2:8]2)=[O:4].[Cl:14][C:15]1[C:20]([C:21]#[N:22])=[CH:19][C:18]([F:23])=[C:17](Cl)[N:16]=1.CCN(CC)CC. Product: [Cl:14][C:15]1[N:16]=[C:17]([NH:11][CH:10]2[CH:9]3[CH2:12][CH2:13][CH:6]([CH2:7][CH2:8]3)[CH:5]2[C:3]([O:2][CH3:1])=[O:4])[C:18]([F:23])=[CH:19][C:20]=1[C:21]#[N:22]. The catalyst class is: 10. (4) Reactant: [CH3:1][O:2][CH2:3][CH2:4][O:5][C:6]([NH:8][NH:9][C:10]([O:12][CH2:13][CH2:14][O:15][CH3:16])=[O:11])=[O:7].N1C=CC=CC=1.BrN1C(=O)CCC1=O. Product: [CH3:1][O:2][CH2:3][CH2:4][O:5][C:6]([N:8]=[N:9][C:10]([O:12][CH2:13][CH2:14][O:15][CH3:16])=[O:11])=[O:7]. The catalyst class is: 11.